Dataset: Forward reaction prediction with 1.9M reactions from USPTO patents (1976-2016). Task: Predict the product of the given reaction. (1) Given the reactants [H-].[Na+].[NH2:3]/[C:4](/[C:11]([F:14])([F:13])[F:12])=[CH:5]\[C:6]([O:8]CC)=O.[Cl:15][C:16]1[C:25]2[C:20](=[CH:21][CH:22]=[CH:23][CH:24]=2)[C:19]([N:26]=[C:27]=[O:28])=[CH:18][CH:17]=1.[CH3:29]I, predict the reaction product. The product is: [Cl:15][C:16]1[C:25]2[C:20](=[CH:21][CH:22]=[CH:23][CH:24]=2)[C:19]([N:26]2[C:6](=[O:8])[CH:5]=[C:4]([C:11]([F:12])([F:13])[F:14])[N:3]([CH3:29])[C:27]2=[O:28])=[CH:18][CH:17]=1. (2) Given the reactants Cl[C:2](Cl)([O:4]C(=O)OC(Cl)(Cl)Cl)Cl.[CH2:13]([N:15]1[C:19]2[N:20]=[C:21]([C:31]3[CH:37]=[CH:36][C:34]([NH2:35])=[CH:33][CH:32]=3)[N:22]=[C:23]([N:24]3[CH2:29][CH2:28][O:27][CH2:26][C@@H:25]3[CH3:30])[C:18]=2[N:17]=[N:16]1)[CH3:14].[CH3:38][O:39][C:40]1[CH:46]=[CH:45][C:43]([NH2:44])=[CH:42][CH:41]=1.CCN(CC)CC, predict the reaction product. The product is: [CH2:13]([N:15]1[C:19]2[N:20]=[C:21]([C:31]3[CH:37]=[CH:36][C:34]([NH:35][C:2]([NH:44][C:43]4[CH:45]=[CH:46][C:40]([O:39][CH3:38])=[CH:41][CH:42]=4)=[O:4])=[CH:33][CH:32]=3)[N:22]=[C:23]([N:24]3[CH2:29][CH2:28][O:27][CH2:26][C@@H:25]3[CH3:30])[C:18]=2[N:17]=[N:16]1)[CH3:14]. (3) Given the reactants C1(P(C2CCCCC2)[C:8]2C=CC=C[C:9]=2[C:14]2C(OC)=CC=CC=2OC)CCCCC1.[CH2:30]([O:32][C:33]1[CH:34]=[C:35]([CH:38]=[C:39](I)[C:40]=1[O:41]COC)[CH:36]=[O:37])[CH3:31].C1(B(O)O)CC1.C(=O)([O-])[O-].[Na+].[Na+].Cl, predict the reaction product. The product is: [CH:14]1([C:39]2[CH:38]=[C:35]([CH:34]=[C:33]([O:32][CH2:30][CH3:31])[C:40]=2[OH:41])[CH:36]=[O:37])[CH2:9][CH2:8]1. (4) Given the reactants [CH:1]([C:7]1[C:8]([C:12]2[CH:13]=[N:14][CH:15]=[CH:16][CH:17]=2)=[N:9][NH:10][CH:11]=1)=[CH:2][CH2:3][CH2:4][CH2:5][CH3:6].[CH2:18](OCC)C, predict the reaction product. The product is: [CH:1]([C:7]1[C:8]([C:12]2[CH2:13][N:14]([CH3:18])[CH2:15][CH2:16][CH:17]=2)=[N:9][NH:10][CH:11]=1)=[CH:2][CH2:3][CH2:4][CH2:5][CH3:6]. (5) Given the reactants [Si:1]([O:18][CH2:19][C:20]#[C:21][C:22]([C@@H:24]1[CH2:28][CH2:27][CH2:26][N:25]1C(OC(C)(C)C)=O)=O)([C:14]([CH3:17])([CH3:16])[CH3:15])([C:8]1[CH:13]=[CH:12][CH:11]=[CH:10][CH:9]=1)[C:2]1[CH:7]=[CH:6][CH:5]=[CH:4][CH:3]=1.Cl.[NH2:37][OH:38].C(=O)(O)[O-].[Na+], predict the reaction product. The product is: [Si:1]([O:18][CH2:19][C:20]1[O:38][N:37]=[C:22]([C@@H:24]2[CH2:28][CH2:27][CH2:26][NH:25]2)[CH:21]=1)([C:14]([CH3:17])([CH3:15])[CH3:16])([C:8]1[CH:13]=[CH:12][CH:11]=[CH:10][CH:9]=1)[C:2]1[CH:7]=[CH:6][CH:5]=[CH:4][CH:3]=1. (6) Given the reactants [C-:1]#[N:2].[Na+].[Cl-].[NH4+:5].N.[CH2:7]([O:14][CH2:15][CH2:16][C:17](=O)[CH3:18])[C:8]1[CH:13]=[CH:12][CH:11]=[CH:10][CH:9]=1, predict the reaction product. The product is: [NH2:5][C:17]([CH3:18])([CH2:16][CH2:15][O:14][CH2:7][C:8]1[CH:13]=[CH:12][CH:11]=[CH:10][CH:9]=1)[C:1]#[N:2]. (7) The product is: [CH:5]1([NH:8][C:11](=[O:10])[C:12]2[CH:17]=[CH:16][C:15]([NH:18][CH2:19][C:20]3[C:21]([C:26]4[CH:27]=[CH:28][C:29]([F:32])=[CH:30][CH:31]=4)=[N:22][O:23][C:24]=3[CH3:25])=[N:14][CH:13]=2)[CH2:7][CH2:6]1. Given the reactants C[Al](C)C.[CH:5]1([NH2:8])[CH2:7][CH2:6]1.C[O:10][C:11](=O)[C:12]1[CH:17]=[CH:16][C:15]([NH:18][CH2:19][C:20]2[C:21]([C:26]3[CH:31]=[CH:30][C:29]([F:32])=[CH:28][CH:27]=3)=[N:22][O:23][C:24]=2[CH3:25])=[N:14][CH:13]=1.C(C(C(C([O-])=O)O)O)([O-])=O.[K+].[Na+], predict the reaction product. (8) Given the reactants Cl[C:2]1[CH:7]=[C:6]([N:8]([CH:16]2[CH2:18][CH2:17]2)[C:9](=[O:15])[O:10][C:11]([CH3:14])([CH3:13])[CH3:12])[N:5]2[N:19]=[CH:20][C:21]([CH:22]=[O:23])=[C:4]2[N:3]=1.[NH2:24][C:25]1[CH:32]=[CH:31][C:28]([C:29]#[N:30])=[CH:27][C:26]=1[Br:33].CC(C)([O-])C.[Na+].O, predict the reaction product. The product is: [Br:33][C:26]1[CH:27]=[C:28]([C:29]#[N:30])[CH:31]=[CH:32][C:25]=1[NH:24][C:2]1[CH:7]=[C:6]([N:8]([CH:16]2[CH2:18][CH2:17]2)[C:9](=[O:15])[O:10][C:11]([CH3:14])([CH3:13])[CH3:12])[N:5]2[N:19]=[CH:20][C:21]([CH:22]=[O:23])=[C:4]2[N:3]=1. (9) Given the reactants [CH2:1]([O:3][C:4]1[CH:5]=[CH:6][C:7]([NH:10][NH2:11])=[N:8][CH:9]=1)[CH3:2].O=[CH:13][C:14]([O:16][CH2:17][CH3:18])=[O:15].C(OI(C1C=CC=CC=1)OC(=O)C)(=O)C, predict the reaction product. The product is: [CH2:1]([O:3][C:4]1[CH:5]=[CH:6][C:7]2[N:8]([C:13]([C:14]([O:16][CH2:17][CH3:18])=[O:15])=[N:11][N:10]=2)[CH:9]=1)[CH3:2]. (10) Given the reactants [OH-].[K+].[C:3]([C:5]1[CH:10]=[CH:9][C:8]([C:11]2[C:21]([CH2:22][C:23]3[N:28]=[C:27]([C:29]([O:31]C)=[O:30])[CH:26]=[CH:25][CH:24]=3)=[C:14]3[CH:15]=[CH:16][C:17]([O:19][CH3:20])=[CH:18][N:13]3[N:12]=2)=[CH:7][CH:6]=1)#[N:4].Cl, predict the reaction product. The product is: [C:3]([C:5]1[CH:6]=[CH:7][C:8]([C:11]2[C:21]([CH2:22][C:23]3[N:28]=[C:27]([C:29]([OH:31])=[O:30])[CH:26]=[CH:25][CH:24]=3)=[C:14]3[CH:15]=[CH:16][C:17]([O:19][CH3:20])=[CH:18][N:13]3[N:12]=2)=[CH:9][CH:10]=1)#[N:4].